The task is: Predict the reactants needed to synthesize the given product.. This data is from Full USPTO retrosynthesis dataset with 1.9M reactions from patents (1976-2016). (1) Given the product [F:20][C:15]1[CH:16]=[CH:17][CH:18]=[CH:19][C:14]=1[C:11]1[CH:12]=[CH:13][C:8]2[NH:7][C:24]([C:26]3[S:27][CH:28]=[CH:29][C:30]=3[C:31]#[N:32])=[CH:23][C:22](=[O:33])[NH:21][C:9]=2[CH:10]=1, predict the reactants needed to synthesize it. The reactants are: C(OC(=O)[NH:7][C:8]1[CH:13]=[CH:12][C:11]([C:14]2[CH:19]=[CH:18][CH:17]=[CH:16][C:15]=2[F:20])=[CH:10][C:9]=1[NH:21][C:22](=[O:33])[CH2:23][C:24]([C:26]1[S:27][CH:28]=[CH:29][C:30]=1[C:31]#[N:32])=O)(C)(C)C.C(O)(C(F)(F)F)=O. (2) Given the product [ClH:24].[ClH:24].[NH:5]1[CH2:6][CH2:7][NH:8][CH2:9][CH:4]1[C:1]([NH2:2])=[O:3], predict the reactants needed to synthesize it. The reactants are: [C:1]([CH:4]1[CH2:9][N:8](C(OC(C)(C)C)=O)[CH2:7][CH2:6][N:5]1C(OC(C)(C)C)=O)(=[O:3])[NH2:2].[ClH:24].CO. (3) Given the product [CH3:18][O:19][C:20](=[O:21])[C:22]1[CH:23]=[C:24]([C:13](=[O:35])[C:12]2[CH:15]=[CH:16][C:9]([N:8]([C:5]3[CH:6]=[CH:7][C:2]([Cl:1])=[CH:3][CH:4]=3)[CH3:17])=[N:10][CH:11]=2)[CH:25]=[CH:26][C:27]=1[F:28], predict the reactants needed to synthesize it. The reactants are: [Cl:1][C:2]1[CH:7]=[CH:6][C:5]([N:8]([CH3:17])[C:9]2[CH:16]=[CH:15][C:12]([C:13]#N)=[CH:11][N:10]=2)=[CH:4][CH:3]=1.[CH3:18][O:19][C:20]([C:22]1[CH:23]=[C:24](B(O)O)[CH:25]=[CH:26][C:27]=1[F:28])=[O:21].FC(F)(F)C(O)=[O:35]. (4) Given the product [C:1]([O:5][C:6]([N:8]1[CH2:9][CH2:10][CH:11]([CH2:14][O:15][C:22]2[CH:23]=[CH:24][C:25]([C:27]3[CH2:32][CH2:31][N:30]([S:33]([CH3:36])(=[O:35])=[O:34])[CH2:29][CH:28]=3)=[CH:26][C:21]=2[F:20])[CH2:12][CH2:13]1)=[O:7])([CH3:2])([CH3:3])[CH3:4], predict the reactants needed to synthesize it. The reactants are: [C:1]([O:5][C:6]([N:8]1[CH2:13][CH2:12][CH:11]([CH2:14][O:15]S(C)(=O)=O)[CH2:10][CH2:9]1)=[O:7])([CH3:4])([CH3:3])[CH3:2].[F:20][C:21]1[CH:26]=[C:25]([C:27]2[CH2:28][CH2:29][N:30]([S:33]([CH3:36])(=[O:35])=[O:34])[CH2:31][CH:32]=2)[CH:24]=[CH:23][C:22]=1O. (5) Given the product [Cl:25][C:26]1[C:27]([O:13][C:12]2[CH:11]=[CH:10][C:9]([C:14]3[CH:19]=[CH:18][CH:17]=[CH:16][C:15]=3[C:20]([F:22])([F:21])[F:23])=[CH:8][C:7]=2[C:5](=[O:6])/[CH:4]=[CH:3]/[N:2]([CH3:1])[CH3:24])=[CH:28][C:29]([F:52])=[C:30]([S:32]([N:35]([CH2:41][C:42]2[CH:47]=[CH:46][C:45]([O:48][CH3:49])=[CH:44][C:43]=2[O:50][CH3:51])[C:36]2[S:37][CH:38]=[N:39][N:40]=2)(=[O:33])=[O:34])[CH:31]=1, predict the reactants needed to synthesize it. The reactants are: [CH3:1][N:2]([CH3:24])/[CH:3]=[CH:4]/[C:5]([C:7]1[CH:8]=[C:9]([C:14]2[CH:19]=[CH:18][CH:17]=[CH:16][C:15]=2[C:20]([F:23])([F:22])[F:21])[CH:10]=[CH:11][C:12]=1[OH:13])=[O:6].[Cl:25][C:26]1[C:27](F)=[CH:28][C:29]([F:52])=[C:30]([S:32]([N:35]([CH2:41][C:42]2[CH:47]=[CH:46][C:45]([O:48][CH3:49])=[CH:44][C:43]=2[O:50][CH3:51])[C:36]2[S:37][CH:38]=[N:39][N:40]=2)(=[O:34])=[O:33])[CH:31]=1.C(=O)([O-])[O-].[K+].[K+].[Cl-].[NH4+]. (6) Given the product [F:1][C:2]1[N:7]=[CH:6][C:5]([NH2:8])=[C:4]([I:12])[CH:3]=1, predict the reactants needed to synthesize it. The reactants are: [F:1][C:2]1[N:7]=[CH:6][C:5]([NH:8]C(=O)[O-])=[C:4]([I:12])[CH:3]=1.C(O)(C(F)(F)F)=O. (7) Given the product [Cl:30][C:27]1[CH:28]=[C:29]2[C:24](=[CH:25][C:26]=1[O:31][CH3:32])[N:23]=[C:22]([CH3:33])[C:21]([CH3:34])=[C:20]2[N:12]1[C:11]2[CH:18]=[C:7]([N:1]3[CH2:2][CH2:3][O:4][CH2:5][CH2:6]3)[CH:8]=[CH:9][C:10]=2[S:15](=[O:17])(=[O:16])[CH2:14][CH2:13]1, predict the reactants needed to synthesize it. The reactants are: [N:1]1([C:7]2[CH:8]=[CH:9][C:10]3[S:15](=[O:17])(=[O:16])[CH2:14][CH2:13][NH:12][C:11]=3[CH:18]=2)[CH2:6][CH2:5][O:4][CH2:3][CH2:2]1.Cl[C:20]1[C:29]2[C:24](=[CH:25][C:26]([O:31][CH3:32])=[C:27]([Cl:30])[CH:28]=2)[N:23]=[C:22]([CH3:33])[C:21]=1[CH3:34].C(=O)([O-])[O-].[Cs+].[Cs+].C1C=CC(P(C2C(C3C(P(C4C=CC=CC=4)C4C=CC=CC=4)=CC=C4C=3C=CC=C4)=C3C(C=CC=C3)=CC=2)C2C=CC=CC=2)=CC=1.